This data is from Full USPTO retrosynthesis dataset with 1.9M reactions from patents (1976-2016). The task is: Predict the reactants needed to synthesize the given product. (1) Given the product [CH3:34][N:35]([CH3:40])[CH2:36][CH2:37][CH2:38][NH:39][C:19]([C:16]1[S:15][C:11]2[N:12]=[CH:13][N:14]=[C:9]([NH:8][C:5]3[CH:6]=[CH:7][C:2]([F:1])=[CH:3][C:4]=3[O:22][C@H:23]3[CH2:28][CH2:27][C@H:26]([N:29]([CH3:33])[C:30](=[O:32])[CH3:31])[CH2:25][CH2:24]3)[C:10]=2[C:17]=1[CH3:18])=[O:20], predict the reactants needed to synthesize it. The reactants are: [F:1][C:2]1[CH:7]=[CH:6][C:5]([NH:8][C:9]2[C:10]3[C:17]([CH3:18])=[C:16]([C:19](O)=[O:20])[S:15][C:11]=3[N:12]=[CH:13][N:14]=2)=[C:4]([O:22][C@H:23]2[CH2:28][CH2:27][C@H:26]([N:29]([CH3:33])[C:30](=[O:32])[CH3:31])[CH2:25][CH2:24]2)[CH:3]=1.[CH3:34][N:35]([CH3:40])[CH2:36][CH2:37][CH2:38][NH2:39]. (2) The reactants are: [Cl:1][C:2]1[CH:7]=[CH:6][C:5]([Cl:8])=[CH:4][C:3]=1[CH2:9][S:10]([C:13]1[CH:14]=[C:15]2[C:19](=[CH:20][CH:21]=1)[NH:18][C:17](=[O:22])/[C:16]/2=[CH:23]\[C:24]1[NH:28][C:27]([CH3:29])=[C:26]([C:30](O)=[O:31])[C:25]=1[CH3:33])(=[O:12])=[O:11].[N:34]1([CH:39]2[CH2:44][CH2:43][NH:42][CH2:41][CH2:40]2)[CH2:38][CH2:37][CH2:36][CH2:35]1.C1C=CC2N(O)N=NC=2C=1.CCN=C=NCCCN(C)C.Cl. Given the product [Cl:1][C:2]1[CH:7]=[CH:6][C:5]([Cl:8])=[CH:4][C:3]=1[CH2:9][S:10]([C:13]1[CH:14]=[C:15]2[C:19](=[CH:20][CH:21]=1)[NH:18][C:17](=[O:22])/[C:16]/2=[CH:23]\[C:24]1[NH:28][C:27]([CH3:29])=[C:26]([C:30]([N:42]2[CH2:43][CH2:44][CH:39]([N:34]3[CH2:38][CH2:37][CH2:36][CH2:35]3)[CH2:40][CH2:41]2)=[O:31])[C:25]=1[CH3:33])(=[O:12])=[O:11], predict the reactants needed to synthesize it. (3) Given the product [Cl:1][C:2]1[CH:3]=[CH:4][C:5]([C:6]([C@@:8]2([OH:32])[C@@H:12]([CH2:13][O:14][C:15](=[O:23])[C:16]3[CH:21]=[CH:20][C:19]([Cl:22])=[CH:18][CH:17]=3)[O:11][C@@H:58]([N:55]3[CH:56]=[CH:57][C:45]([NH2:47])=[N:44][C:54]3=[O:67])[CH2:59]2)=[O:7])=[CH:33][CH:34]=1, predict the reactants needed to synthesize it. The reactants are: [Cl:1][C:2]1[CH:34]=[CH:33][C:5]([C:6]([C@@:8]2([OH:32])[C@@H:12]([CH2:13][O:14][C:15](=[O:23])[C:16]3[CH:21]=[CH:20][C:19]([Cl:22])=[CH:18][CH:17]=3)[O:11][C@@H](N3C=CC(=O)NC3=O)C2)=[O:7])=[CH:4][CH:3]=1.[C@@H]1([N:44]2C=CC(=O)[NH:47][C:45]2=O)O[C@H](CO)[C@@H](O)[C@H]1O.N12[CH2:59][CH2:58][N:55]([CH2:56][CH2:57]1)[CH2:54]C2.C1(C)C=CC(S(Cl)(=O)=[O:67])=CC=1. (4) Given the product [C:24]([O:39][C@H:40]([CH2:45][CH2:46][CH2:47][CH2:48][CH2:49][CH2:50][CH2:51][CH2:52][CH2:53][CH2:54][CH3:55])[CH2:41][C:42]([NH:1][CH2:2][CH2:3][CH2:4][CH2:5][OH:6])=[O:44])(=[O:38])[CH2:25][CH2:26][CH2:27][CH2:28][CH2:29][CH2:30][CH2:31][CH2:32][CH2:33][CH2:34][CH2:35][CH2:36][CH3:37], predict the reactants needed to synthesize it. The reactants are: [NH2:1][CH2:2][CH2:3][CH2:4][CH2:5][O:6][Si](C(C)(C)C)(C1C=CC=CC=1)C1C=CC=CC=1.[C:24]([O:39][C@H:40]([CH2:45][CH2:46][CH2:47][CH2:48][CH2:49][CH2:50][CH2:51][CH2:52][CH2:53][CH2:54][CH3:55])[CH2:41][C:42]([OH:44])=O)(=[O:38])[CH2:25][CH2:26][CH2:27][CH2:28][CH2:29][CH2:30][CH2:31][CH2:32][CH2:33][CH2:34][CH2:35][CH2:36][CH3:37].C(Cl)CCl.CI.CCCC[N+](CCCC)(CCCC)CCCC.[F-]. (5) Given the product [F:21][C:18]1[CH:17]=[CH:16][C:15]([CH:2]2[CH:3]([C:5]3[CH:10]=[CH:9][CH:8]=[C:7]([C:11]([F:12])([F:13])[F:14])[CH:6]=3)[O:4][C:30](=[O:29])[NH:1]2)=[CH:20][CH:19]=1, predict the reactants needed to synthesize it. The reactants are: [NH2:1][CH:2]([C:15]1[CH:20]=[CH:19][C:18]([F:21])=[CH:17][CH:16]=1)[CH:3]([C:5]1[CH:10]=[CH:9][CH:8]=[C:7]([C:11]([F:14])([F:13])[F:12])[CH:6]=1)[OH:4].C(N(CC)CC)C.[O:29]=[C:30](Cl)OC(Cl)(Cl)Cl. (6) Given the product [CH3:33][C:31]1[S:32][C:28]2[CH:27]=[CH:26][C:25]([NH:24][C:11]([C:9]3[N:8]([CH2:16][C:17]4[CH:22]=[CH:21][CH:20]=[C:19]([F:23])[CH:18]=4)[C:5]4=[CH:6][N:7]=[C:2]([F:1])[CH:3]=[C:4]4[CH:10]=3)=[O:13])=[CH:34][C:29]=2[N:30]=1, predict the reactants needed to synthesize it. The reactants are: [F:1][C:2]1[CH:3]=[C:4]2[CH:10]=[C:9]([C:11]([O:13]CC)=O)[N:8]([CH2:16][C:17]3[CH:22]=[CH:21][CH:20]=[C:19]([F:23])[CH:18]=3)[C:5]2=[CH:6][N:7]=1.[NH2:24][C:25]1[CH:26]=[CH:27][C:28]2[S:32][C:31]([CH3:33])=[N:30][C:29]=2[CH:34]=1. (7) The reactants are: [CH2:1]([O:3][C:4]([C:6]1[N:11]2[N:12]=[C:13]([NH:15][C:16]([NH:18][CH2:19][CH3:20])=[O:17])[N:14]=[C:10]2[CH:9]=[C:8](Br)[CH:7]=1)=[O:5])C.[N:22]1[CH:27]=[CH:26][CH:25]=[C:24]([Sn](C)(C)C)[CH:23]=1.BrC1C=NC=CC=1.[Li+].[Cl-]. Given the product [CH3:1][O:3][C:4]([C:6]1[N:11]2[N:12]=[C:13]([NH:15][C:16]([NH:18][CH2:19][CH3:20])=[O:17])[N:14]=[C:10]2[CH:9]=[C:8]([C:24]2[CH:23]=[N:22][CH:27]=[CH:26][CH:25]=2)[CH:7]=1)=[O:5], predict the reactants needed to synthesize it. (8) Given the product [NH2:8][C:6]1[C:5]([F:11])=[CH:4][C:3]([N:12]2[CH2:17][CH2:16][N:15]([CH2:18][CH2:19][OH:22])[CH2:14][CH2:13]2)=[C:2]([F:1])[CH:7]=1, predict the reactants needed to synthesize it. The reactants are: [F:1][C:2]1[CH:7]=[C:6]([N+:8]([O-])=O)[C:5]([F:11])=[CH:4][C:3]=1[N:12]1[CH2:17][CH2:16][N:15]([CH:18](O)[CH3:19])[CH2:14][CH2:13]1.C[OH:22]. (9) Given the product [Cl:1][C:2]1[C:6]([Cl:7])=[C:5]([CH3:8])[NH:4][C:3]=1[C:9]([NH:11][CH:12]1[CH2:17][CH2:16][N:15]([C:18]2[CH:23]=[CH:22][N:21]=[C:20]([S:26][CH3:25])[N:19]=2)[CH2:14][CH2:13]1)=[O:10], predict the reactants needed to synthesize it. The reactants are: [Cl:1][C:2]1[C:6]([Cl:7])=[C:5]([CH3:8])[NH:4][C:3]=1[C:9]([NH:11][CH:12]1[CH2:17][CH2:16][N:15]([C:18]2[CH:23]=[CH:22][N:21]=[C:20](Cl)[N:19]=2)[CH2:14][CH2:13]1)=[O:10].[CH3:25][S-:26].[Na+].